This data is from Forward reaction prediction with 1.9M reactions from USPTO patents (1976-2016). The task is: Predict the product of the given reaction. Given the reactants [C:1]([O:5][C:6]([N:8]1[CH2:12][CH2:11][CH2:10][CH:9]1[C:13]([N:15]1[CH2:20][CH2:19][CH:18]([CH2:21][C:22]2[CH:27]=[CH:26][CH:25]=[CH:24][CH:23]=2)[CH2:17][CH2:16]1)=[O:14])=[O:7])([CH3:4])([CH3:3])[CH3:2].Cl.C(C1CCN(C([C@H]2CCCN2)=O)CC1)C1C=CC=CC=1, predict the reaction product. The product is: [C:1]([O:5][C:6]([N:8]1[CH2:12][CH2:11][CH2:10][C@H:9]1[C:13]([N:15]1[CH2:20][CH2:19][CH:18]([CH2:21][C:22]2[CH:23]=[CH:24][CH:25]=[CH:26][CH:27]=2)[CH2:17][CH2:16]1)=[O:14])=[O:7])([CH3:4])([CH3:2])[CH3:3].